Task: Binary Classification. Given a drug SMILES string, predict its activity (active/inactive) in a high-throughput screening assay against a specified biological target.. Dataset: Cav3 T-type calcium channel HTS with 100,875 compounds (1) The molecule is O=C(Nc1nn(CC(C)C)c2nc3c(cc12)cccc3)C(C)(C)C. The result is 0 (inactive). (2) The drug is S(Cc1[nH][nH]c(=O)n1)CC(=O)Nc1cc(OC)ccc1. The result is 0 (inactive). (3) The result is 0 (inactive). The compound is S(=O)(=O)(N1C(=O)CS\C1=N/CC=C)c1ccc(cc1)C. (4) The drug is s1c(c2onc(C(=O)NCCc3cc(OC)c(OC)cc3)c2)ccc1. The result is 0 (inactive). (5) The drug is S(=O)(=O)(Nc1ccc(S(=O)(=O)Nc2nc(ccn2)C)cc1)c1ccccc1. The result is 0 (inactive). (6) The molecule is O(c1ccc(C(CC(=O)NCc2occc2)c2ccccc2)cc1)C(C)C. The result is 1 (active). (7) The drug is S(Oc1cc2c(NC(C=C2C)(C)C)cc1)(=O)(=O)c1ccc(cc1)C. The result is 0 (inactive).